From a dataset of Full USPTO retrosynthesis dataset with 1.9M reactions from patents (1976-2016). Predict the reactants needed to synthesize the given product. (1) Given the product [F:59][C:60]([F:71])([F:72])[O:61][C:62]1[CH:67]=[CH:66][C:65]([O:8][C:9]2[CH:10]=[C:11]3[C:15](=[CH:16][CH:17]=2)[N:14]([C:18]2[CH:19]=[CH:20][C:21]([O:24][CH:25]([CH3:27])[CH3:26])=[CH:22][CH:23]=2)[C:13]([C:28]([OH:30])=[O:29])=[CH:12]3)=[CH:64][CH:63]=1, predict the reactants needed to synthesize it. The reactants are: C(OC1C=C(C=CC=1)[O:8][C:9]1[CH:10]=[C:11]2[C:15](=[CH:16][CH:17]=1)[N:14]([C:18]1[CH:23]=[CH:22][C:21]([O:24][CH:25]([CH3:27])[CH3:26])=[CH:20][CH:19]=1)[C:13]([C:28]([OH:30])=[O:29])=[CH:12]2)(C)C.C(OC(C1N(C2C=CC(OC(C)C)=CC=2)C2C(C=1)=CC(O)=CC=2)=O)C.[F:59][C:60]([F:72])([F:71])[O:61][C:62]1[CH:67]=[CH:66][C:65](B(O)O)=[CH:64][CH:63]=1. (2) Given the product [Br:8][C:5]1[CH:6]=[CH:7][C:2]([CH2:17][O:18][Si:25]([C:22]([CH3:24])([CH3:23])[CH3:21])([CH3:27])[CH3:26])=[N:3][CH:4]=1, predict the reactants needed to synthesize it. The reactants are: Br[C:2]1[CH:7]=[CH:6][C:5]([Br:8])=[CH:4][N:3]=1.[Li]CCCC.CN([CH:17]=[O:18])C.[BH4-].[Na+].[CH3:21][C:22]([Si:25](Cl)([CH3:27])[CH3:26])([CH3:24])[CH3:23].N1C=CN=C1.